This data is from Full USPTO retrosynthesis dataset with 1.9M reactions from patents (1976-2016). The task is: Predict the reactants needed to synthesize the given product. The reactants are: [CH2:1]([C@H:8]([NH:21][C:22]([C@@H:24]([NH:34][C:35]([C@@H:37]([NH:41][C:42]([CH:44]1[CH2:52][C:51]2[C:46](=[CH:47][CH:48]=[CH:49][CH:50]=2)[CH2:45]1)=[O:43])[CH2:38][O:39][CH3:40])=[O:36])[CH2:25][C:26]1[CH:31]=[CH:30][C:29]([O:32][CH3:33])=[CH:28][CH:27]=1)=[O:23])[CH:9]([C:11](=[O:20])[NH:12][CH2:13][C:14]1[CH:19]=[CH:18][CH:17]=[CH:16][CH:15]=1)[OH:10])[C:2]1[CH:7]=[CH:6][CH:5]=[CH:4][CH:3]=1.CC(OI1(OC(C)=O)(OC(C)=O)OC(=O)C2C=CC=CC1=2)=O. Given the product [CH2:1]([C@H:8]([NH:21][C:22]([C@@H:24]([NH:34][C:35]([C@@H:37]([NH:41][C:42]([CH:44]1[CH2:45][C:46]2[C:51](=[CH:50][CH:49]=[CH:48][CH:47]=2)[CH2:52]1)=[O:43])[CH2:38][O:39][CH3:40])=[O:36])[CH2:25][C:26]1[CH:27]=[CH:28][C:29]([O:32][CH3:33])=[CH:30][CH:31]=1)=[O:23])[C:9]([C:11](=[O:20])[NH:12][CH2:13][C:14]1[CH:15]=[CH:16][CH:17]=[CH:18][CH:19]=1)=[O:10])[C:2]1[CH:7]=[CH:6][CH:5]=[CH:4][CH:3]=1, predict the reactants needed to synthesize it.